From a dataset of Catalyst prediction with 721,799 reactions and 888 catalyst types from USPTO. Predict which catalyst facilitates the given reaction. (1) Reactant: C(O[C:4]([C:6]1[C:7]([C:17]2[S:18][C:19]([I:23])=[C:20]([CH3:22])[CH:21]=2)=[CH:8][S:9][C:10]=1[NH:11][C:12](=[O:16])[CH2:13][C:14]#[N:15])=[O:5])C.[H-].[Na+]. Product: [OH:5][C:4]1[C:6]2[C:7]([C:17]3[S:18][C:19]([I:23])=[C:20]([CH3:22])[CH:21]=3)=[CH:8][S:9][C:10]=2[NH:11][C:12](=[O:16])[C:13]=1[C:14]#[N:15]. The catalyst class is: 118. (2) Reactant: [C:1]([N:9]1[CH2:22][CH2:21][C:20]2[C:19]3[C:18](B4OC(C)(C)C(C)(C)O4)=[CH:17][CH:16]=[CH:15][C:14]=3[NH:13][C:12]=2[CH2:11][CH2:10]1)(=[O:8])[C:2]1[CH:7]=[CH:6][CH:5]=[CH:4][CH:3]=1.P([O-])([O-])([O-])=O.[K+].[K+].[K+].Br[C:41]1[CH:46]=[CH:45][CH:44]=[CH:43][C:42]=1[C:47]([F:50])([F:49])[F:48].COP(OC)OC. Product: [C:1]([N:9]1[CH2:22][CH2:21][C:20]2[C:19]3[C:18]([C:41]4[CH:46]=[CH:45][CH:44]=[CH:43][C:42]=4[C:47]([F:50])([F:49])[F:48])=[CH:17][CH:16]=[CH:15][C:14]=3[NH:13][C:12]=2[CH2:11][CH2:10]1)(=[O:8])[C:2]1[CH:3]=[CH:4][CH:5]=[CH:6][CH:7]=1. The catalyst class is: 62.